From a dataset of Forward reaction prediction with 1.9M reactions from USPTO patents (1976-2016). Predict the product of the given reaction. (1) Given the reactants C(OC([NH:8][C:9]1[CH:14]=[CH:13][C:12]([NH:15][C:16]2[C:21]([CH3:22])=[CH:20][N:19]=[C:18]([Cl:23])[N:17]=2)=[CH:11][C:10]=1[CH2:24][CH2:25][C:26]1[CH:27]=[C:28]([NH:32]C(=O)OC(C)(C)C)[CH:29]=[CH:30][CH:31]=1)=O)(C)(C)C.CO.[ClH:42], predict the reaction product. The product is: [ClH:23].[ClH:42].[ClH:23].[NH2:32][C:28]1[CH:27]=[C:26]([CH2:25][CH2:24][C:10]2[CH:11]=[C:12]([NH:15][C:16]3[C:21]([CH3:22])=[CH:20][N:19]=[C:18]([Cl:23])[N:17]=3)[CH:13]=[CH:14][C:9]=2[NH2:8])[CH:31]=[CH:30][CH:29]=1. (2) Given the reactants [C:1]1([N:7]([C:28]2[CH:33]=[CH:32][CH:31]=[CH:30][CH:29]=2)[C:8]2[N:13]=[C:12]([N:14]([C:21]3[CH:26]=[CH:25][CH:24]=[CH:23][CH:22]=3)[C:15]3[CH:20]=[CH:19][CH:18]=[CH:17][CH:16]=3)[N:11]=[C:10](Cl)[N:9]=2)[CH:6]=[CH:5][CH:4]=[CH:3][CH:2]=1.[C:34]1([OH:40])[CH:39]=[CH:38][CH:37]=[CH:36][CH:35]=1.[OH-].[Na+].[O-]C1C=CC=CC=1.[Na+], predict the reaction product. The product is: [C:1]1([N:7]([C:28]2[CH:33]=[CH:32][CH:31]=[CH:30][CH:29]=2)[C:8]2[N:13]=[C:12]([N:14]([C:21]3[CH:26]=[CH:25][CH:24]=[CH:23][CH:22]=3)[C:15]3[CH:20]=[CH:19][CH:18]=[CH:17][CH:16]=3)[N:11]=[C:10]([O:40][C:34]3[CH:39]=[CH:38][CH:37]=[CH:36][CH:35]=3)[N:9]=2)[CH:6]=[CH:5][CH:4]=[CH:3][CH:2]=1.